Dataset: Reaction yield outcomes from USPTO patents with 853,638 reactions. Task: Predict the reaction yield, written as a fraction of the theoretical maximum amount of product (1.0 means a 100% yield; for example, 0.34 means a 34% yield). (1) The reactants are S=[C:2]1[CH2:6][S:5][C:4](=[O:7])[NH:3]1.[CH3:8][N:9]1[CH2:13][CH2:12][CH2:11][CH:10]1[CH2:14][CH2:15][NH2:16].[F:17][C:18]([F:43])([F:42])[C:19]1[CH:37]=[C:36]([C:38]([F:41])([F:40])[F:39])[CH:35]=[CH:34][C:20]=1[CH2:21][O:22][C:23]1[C:30]([O:31][CH3:32])=[CH:29][C:26]([CH:27]=O)=[C:25]([Cl:33])[CH:24]=1.CC(C)([O-])C.[K+]. The catalyst is C(O)C.O. The product is [F:42][C:18]([F:17])([F:43])[C:19]1[CH:37]=[C:36]([C:38]([F:40])([F:41])[F:39])[CH:35]=[CH:34][C:20]=1[CH2:21][O:22][C:23]1[C:30]([O:31][CH3:32])=[CH:29][C:26](/[CH:27]=[C:6]2/[C:2]([NH:16][CH2:15][CH2:14][CH:10]3[CH2:11][CH2:12][CH2:13][N:9]3[CH3:8])=[N:3][C:4](=[O:7])[S:5]/2)=[C:25]([Cl:33])[CH:24]=1. The yield is 0.160. (2) The reactants are [S-:1][C:2]#[N:3].[K+].[NH2:5][C:6]1[CH:33]=[CH:32][C:9]([O:10][C:11]2[CH:12]=[CH:13][C:14]([CH3:31])=[C:15]([NH:17][C:18](=[O:30])[C:19]3[CH:24]=[CH:23][CH:22]=[C:21]([C:25]([C:28]#[N:29])([CH3:27])[CH3:26])[CH:20]=3)[CH:16]=2)=[CH:8][CH:7]=1.BrBr. The catalyst is C(O)(=O)C. The product is [NH2:3][C:2]1[S:1][C:7]2[CH:8]=[C:9]([O:10][C:11]3[CH:12]=[CH:13][C:14]([CH3:31])=[C:15]([NH:17][C:18](=[O:30])[C:19]4[CH:24]=[CH:23][CH:22]=[C:21]([C:25]([C:28]#[N:29])([CH3:26])[CH3:27])[CH:20]=4)[CH:16]=3)[CH:32]=[CH:33][C:6]=2[N:5]=1. The yield is 0.660. (3) The product is [N:1]([C:2]1[CH:3]=[N:4][CH:5]=[CH:6][C:7]=1[N:8]1[CH2:13][CH2:12][CH2:11][C@H:10]([NH:14][C:15](=[O:21])[O:16][C:17]([CH3:18])([CH3:20])[CH3:19])[CH2:9]1)=[N+:29]=[N-:30]. The catalyst is O.CC(C)=O. The yield is 0.950. The reactants are [NH2:1][C:2]1[CH:3]=[N:4][CH:5]=[CH:6][C:7]=1[N:8]1[CH2:13][CH2:12][CH2:11][C@H:10]([NH:14][C:15](=[O:21])[O:16][C:17]([CH3:20])([CH3:19])[CH3:18])[CH2:9]1.C(=O)=O.N([O-])=O.[Na+].[N-:29]=[N+:30]=[N-].[Na+].C([O-])([O-])=O.[Na+].[Na+]. (4) The yield is 0.514. The reactants are [CH2:1]([O:3][C:4]1[CH:5]=[C:6]([C:20]2[CH:25]=[CH:24][C:23]([CH2:26][C:27]([NH2:29])=[O:28])=[C:22]([F:30])[CH:21]=2)[CH:7]=[N:8][C:9]=1[O:10][CH2:11][C:12]1[CH:17]=[CH:16][C:15]([O:18][CH3:19])=[CH:14][CH:13]=1)[CH3:2].Br[C:32]1[CH:39]=[CH:38][C:35]([C:36]#[N:37])=[C:34]([C:40]([F:43])([F:42])[F:41])[CH:33]=1.CC1(C)C2C(=C(P(C3C=CC=CC=3)C3C=CC=CC=3)C=CC=2)OC2C(P(C3C=CC=CC=3)C3C=CC=CC=3)=CC=CC1=2.C([O-])([O-])=O.[Cs+].[Cs+]. The product is [C:36]([C:35]1[CH:38]=[CH:39][C:32]([NH:29][C:27](=[O:28])[CH2:26][C:23]2[CH:24]=[CH:25][C:20]([C:6]3[CH:7]=[N:8][C:9]([O:10][CH2:11][C:12]4[CH:13]=[CH:14][C:15]([O:18][CH3:19])=[CH:16][CH:17]=4)=[C:4]([O:3][CH2:1][CH3:2])[CH:5]=3)=[CH:21][C:22]=2[F:30])=[CH:33][C:34]=1[C:40]([F:41])([F:42])[F:43])#[N:37]. The catalyst is O1CCOCC1.C1C=CC(/C=C/C(/C=C/C2C=CC=CC=2)=O)=CC=1.C1C=CC(/C=C/C(/C=C/C2C=CC=CC=2)=O)=CC=1.C1C=CC(/C=C/C(/C=C/C2C=CC=CC=2)=O)=CC=1.[Pd].[Pd].